From a dataset of Catalyst prediction with 721,799 reactions and 888 catalyst types from USPTO. Predict which catalyst facilitates the given reaction. (1) Reactant: [CH2:1]([C:5]1[C:10]([CH2:11][NH:12]C(=O)OC(C)(C)C)=[C:9]([C:20]2[CH:25]=[CH:24][C:23]([CH3:26])=[CH:22][CH:21]=2)[C:8]([CH2:27][C:28]([NH:30][C:31]2[CH:36]=[CH:35][CH:34]=[C:33]([S:37]([CH3:40])(=[O:39])=[O:38])[CH:32]=2)=[O:29])=[C:7]([CH3:41])[N:6]=1)[CH:2]([CH3:4])[CH3:3].C(OC(=O)C)C.[ClH:48]. Product: [ClH:48].[ClH:48].[NH2:12][CH2:11][C:10]1[C:9]([C:20]2[CH:25]=[CH:24][C:23]([CH3:26])=[CH:22][CH:21]=2)=[C:8]([CH2:27][C:28]([NH:30][C:31]2[CH:36]=[CH:35][CH:34]=[C:33]([S:37]([CH3:40])(=[O:39])=[O:38])[CH:32]=2)=[O:29])[C:7]([CH3:41])=[N:6][C:5]=1[CH2:1][CH:2]([CH3:4])[CH3:3]. The catalyst class is: 7. (2) Reactant: [H-].[Al+3].[Li+].[H-].[H-].[H-].[C:7]([C:11]1[CH:27]=[CH:26][CH:25]=[CH:24][C:12]=1[O:13][CH2:14][CH2:15][NH:16][C:17](=O)OC(C)(C)C)([CH3:10])([CH3:9])[CH3:8]. Product: [C:7]([C:11]1[CH:27]=[CH:26][CH:25]=[CH:24][C:12]=1[O:13][CH2:14][CH2:15][NH:16][CH3:17])([CH3:10])([CH3:8])[CH3:9]. The catalyst class is: 1.